Dataset: Catalyst prediction with 721,799 reactions and 888 catalyst types from USPTO. Task: Predict which catalyst facilitates the given reaction. Reactant: [C:1]1(/[C:7](=[N:9]/[NH:10][C:11](=[O:18])[C:12]2[CH:17]=[CH:16][CH:15]=[CH:14][CH:13]=2)/[CH3:8])[CH:6]=[CH:5][CH:4]=[CH:3][CH:2]=1.CS(O)(=O)=O.O.COC(OC)(C)C.[H][H]. Product: [C:1]1([CH:7]([NH:9][NH:10][C:11](=[O:18])[C:12]2[CH:13]=[CH:14][CH:15]=[CH:16][CH:17]=2)[CH3:8])[CH:2]=[CH:3][CH:4]=[CH:5][CH:6]=1. The catalyst class is: 21.